Dataset: Full USPTO retrosynthesis dataset with 1.9M reactions from patents (1976-2016). Task: Predict the reactants needed to synthesize the given product. (1) The reactants are: [CH3:1][CH:2]1[C:8](=[O:9])[NH:7][C:6]2[CH:10]=[CH:11][CH:12]=[CH:13][C:5]=2[C:4]([C:14]2[CH:19]=[CH:18][CH:17]=[CH:16][CH:15]=2)=[N:3]1.[Br:20]Br. Given the product [Br:20][C:12]1[CH:11]=[CH:10][C:6]2[NH:7][C:8](=[O:9])[CH:2]([CH3:1])[N:3]=[C:4]([C:14]3[CH:19]=[CH:18][CH:17]=[CH:16][CH:15]=3)[C:5]=2[CH:13]=1, predict the reactants needed to synthesize it. (2) Given the product [C:42]([O:46][C:47](=[O:58])[CH2:48][N:49]([C:39]([C@@H:15]1[CH2:16][C@@H:17]([S:19][C:20]([C:21]2[CH:22]=[CH:23][CH:24]=[CH:25][CH:26]=2)([C:27]2[CH:32]=[CH:31][CH:30]=[CH:29][CH:28]=2)[C:33]2[CH:34]=[CH:35][CH:36]=[CH:37][CH:38]=2)[CH2:18][N:14]1[S:11]([C:2]1[CH:1]=[CH:10][C:5]2[C:4](=[CH:9][CH:8]=[CH:7][CH:6]=2)[CH:3]=1)(=[O:12])=[O:13])=[O:40])[CH2:50][CH2:51][C:52]1[CH:53]=[CH:54][CH:55]=[CH:56][CH:57]=1)([CH3:45])([CH3:43])[CH3:44], predict the reactants needed to synthesize it. The reactants are: [CH:1]1[C:10]2[C:5](=[CH:6][CH:7]=[CH:8][CH:9]=2)[CH:4]=[CH:3][C:2]=1[S:11]([N:14]1[CH2:18][C@H:17]([S:19][C:20]([C:33]2[CH:38]=[CH:37][CH:36]=[CH:35][CH:34]=2)([C:27]2[CH:32]=[CH:31][CH:30]=[CH:29][CH:28]=2)[C:21]2[CH:26]=[CH:25][CH:24]=[CH:23][CH:22]=2)[CH2:16][C@H:15]1[C:39](O)=[O:40])(=[O:13])=[O:12].[C:42]([O:46][C:47](=[O:58])[CH2:48][NH:49][CH2:50][CH2:51][C:52]1[CH:57]=[CH:56][CH:55]=[CH:54][CH:53]=1)([CH3:45])([CH3:44])[CH3:43].CCN=C=NCCCN(C)C.C1C=CC2N(O)N=NC=2C=1. (3) The reactants are: [C:1]([O:9][C@@H:10]1[C@H:14]([O:15][C:16](=[O:23])[C:17]2[CH:22]=[CH:21][CH:20]=[CH:19][CH:18]=2)[C@@H:13]([C:24]([NH:26][CH2:27][CH3:28])=[O:25])[O:12][C@H:11]1[N:29]1[CH:37]=[N:36][C:35]2[C:30]1=[N:31][C:32]([I:39])=[N:33][C:34]=2Cl)(=[O:8])[C:2]1[CH:7]=[CH:6][CH:5]=[CH:4][CH:3]=1.[NH2:40][C@@H:41]([CH2:44][C:45]1[CH:50]=[CH:49][CH:48]=[CH:47][CH:46]=1)[CH2:42][OH:43]. Given the product [C:1]([O:9][C@@H:10]1[C@H:14]([O:15][C:16](=[O:23])[C:17]2[CH:22]=[CH:21][CH:20]=[CH:19][CH:18]=2)[C@@H:13]([C:24]([NH:26][CH2:27][CH3:28])=[O:25])[O:12][C@H:11]1[N:29]1[CH:37]=[N:36][C:35]2[C:30]1=[N:31][C:32]([I:39])=[N:33][C:34]=2[NH:40][C@@H:41]([CH2:44][C:45]1[CH:50]=[CH:49][CH:48]=[CH:47][CH:46]=1)[CH2:42][OH:43])(=[O:8])[C:2]1[CH:7]=[CH:6][CH:5]=[CH:4][CH:3]=1, predict the reactants needed to synthesize it. (4) The reactants are: [CH2:1]([O:3][C:4](=[O:17])[CH:5]([C:14](=O)[CH3:15])[C:6](=O)[CH2:7][O:8][C:9]([CH3:12])([CH3:11])[CH3:10])[CH3:2].O.[NH2:19][NH2:20].C([O-])(O)=O.[Na+].C(OCC)(=O)C. Given the product [C:9]([O:8][CH2:7][C:6]1[C:5]([C:4]([O:3][CH2:1][CH3:2])=[O:17])=[C:14]([CH3:15])[NH:20][N:19]=1)([CH3:12])([CH3:11])[CH3:10], predict the reactants needed to synthesize it. (5) Given the product [C:33]([C:29]1[CH:28]=[C:27]([CH2:26][NH:25][C:20]2[N:21]=[CH:22][CH:23]=[CH:24][C:19]=2[C:18]([NH:1][C:2]2[N:3]=[CH:4][C:5]3[C:10]([CH:11]=2)=[CH:9][CH:8]=[CH:7][CH:6]=3)=[O:17])[CH:32]=[CH:31][N:30]=1)#[N:34], predict the reactants needed to synthesize it. The reactants are: [NH2:1][C:2]1[N:3]=[CH:4][C:5]2[C:10]([CH:11]=1)=[CH:9][CH:8]=[CH:7][CH:6]=2.C[Al](C)C.C[O:17][C:18](=O)[C:19]1[CH:24]=[CH:23][CH:22]=[N:21][C:20]=1[NH:25][CH2:26][C:27]1[CH:32]=[CH:31][N:30]=[C:29]([C:33]#[N:34])[CH:28]=1.C(=O)(O)[O-].[Na+]. (6) Given the product [CH2:1]([C:5]1([OH:7])[C:10](=[CH:9][CH3:14])[CH2:20][CH:19]2[CH2:18][CH:17]1[C:16]2([CH3:21])[CH3:15])[CH:2]=[CH2:3], predict the reactants needed to synthesize it. The reactants are: [CH2:1](Cl)[CH:2]=[CH2:3].[C:5](=[O:7])=O.Cl[C:9]1[CH:14]=CC=C[CH:10]=1.[CH3:15][CH2:16][CH2:17][CH2:18][CH2:19][CH3:20].[CH3:21]COC(C)=O.